This data is from Reaction yield outcomes from USPTO patents with 853,638 reactions. The task is: Predict the reaction yield, written as a fraction of the theoretical maximum amount of product (1.0 means a 100% yield; for example, 0.34 means a 34% yield). (1) The reactants are [NH2:1][C:2]1[N:7]=[CH:6][N:5]=[C:4]2[N:8]([CH2:25][C@H:26]3[CH2:30][CH2:29][CH2:28][N:27]3[C:31](=[O:35])[CH2:32][C:33]#[N:34])[N:9]=[C:10]([C:11]3[CH:16]=[CH:15][C:14]([O:17][C:18]4[CH:23]=[CH:22][CH:21]=[CH:20][CH:19]=4)=[CH:13][C:12]=3[F:24])[C:3]=12.[CH2:36]([N:38]([C:46]([CH3:50])([CH3:49])[CH:47]=O)[C:39](=[O:45])[O:40][C:41]([CH3:44])([CH3:43])[CH3:42])[CH3:37].N1CCCCC1. The catalyst is O1CCOCC1.CC(O)=O. The product is [NH2:1][C:2]1[N:7]=[CH:6][N:5]=[C:4]2[N:8]([CH2:25][C@H:26]3[CH2:30][CH2:29][CH2:28][N:27]3[C:31](=[O:35])[C:32]([C:33]#[N:34])=[CH:50][C:46]([N:38]([CH2:36][CH3:37])[C:39](=[O:45])[O:40][C:41]([CH3:44])([CH3:43])[CH3:42])([CH3:47])[CH3:49])[N:9]=[C:10]([C:11]3[CH:16]=[CH:15][C:14]([O:17][C:18]4[CH:19]=[CH:20][CH:21]=[CH:22][CH:23]=4)=[CH:13][C:12]=3[F:24])[C:3]=12. The yield is 0.190. (2) The reactants are [C:1]([C:5]1[CH:9]=[C:8]([NH:10][C:11](=[O:19])OC2C=CC=CC=2)[N:7]([C:20]2[CH:25]=[CH:24][CH:23]=[CH:22][CH:21]=2)[N:6]=1)([CH3:4])([CH3:3])[CH3:2].[NH2:26][C:27]1[CH:28]=[C:29]([OH:34])[CH:30]=[CH:31][C:32]=1[F:33].C1CCN2C(=NCCC2)CC1. The catalyst is C(#N)C. The product is [C:1]([C:5]1[CH:9]=[C:8]([NH:10][C:11]([NH:26][C:27]2[CH:28]=[C:29]([OH:34])[CH:30]=[CH:31][C:32]=2[F:33])=[O:19])[N:7]([C:20]2[CH:25]=[CH:24][CH:23]=[CH:22][CH:21]=2)[N:6]=1)([CH3:3])([CH3:2])[CH3:4]. The yield is 0.590. (3) The reactants are [C:1]([O:5][C:6](=[O:34])[NH:7][C:8]1[CH:13]=[CH:12][CH:11]=[CH:10][C:9]=1[NH:14][C:15](=[O:33])/[CH:16]=[CH:17]/[C:18]1[CH:22]=[CH:21][N:20]([S:23]([C:26]2[CH:31]=[CH:30][C:29](I)=[CH:28][CH:27]=2)(=[O:25])=[O:24])[CH:19]=1)([CH3:4])([CH3:3])[CH3:2].[CH3:35][O:36][C:37]1[CH:42]=[CH:41][C:40](B(O)O)=[CH:39][N:38]=1.S([O-])([O-])(=O)=O.[Na+].[Na+]. The catalyst is C1C=CC(P(C2C=CC=CC=2)C2C=CC=CC=2)=CC=1.C1C=CC(P(C2C=CC=CC=2)C2C=CC=CC=2)=CC=1.Cl[Pd]Cl.C(COC)OC. The product is [C:1]([O:5][C:6](=[O:34])[NH:7][C:8]1[CH:13]=[CH:12][CH:11]=[CH:10][C:9]=1[NH:14][C:15](=[O:33])/[CH:16]=[CH:17]/[C:18]1[CH:22]=[CH:21][N:20]([S:23]([C:26]2[CH:31]=[CH:30][C:29]([C:40]3[CH:39]=[N:38][C:37]([O:36][CH3:35])=[CH:42][CH:41]=3)=[CH:28][CH:27]=2)(=[O:25])=[O:24])[CH:19]=1)([CH3:4])([CH3:3])[CH3:2]. The yield is 0.870. (4) The reactants are [CH2:1]([O:3][C:4](=[O:36])[CH:5]([C:10]1[CH:11]=[C:12]([C:26]2[CH:31]=[CH:30][C:29]([C:32]([F:35])([F:34])[F:33])=[CH:28][CH:27]=2)[CH:13]=[C:14]([C:16]2[CH:21]=[CH:20][CH:19]=[C:18]([C:22]([F:25])([F:24])[F:23])[N:17]=2)[CH:15]=1)[CH2:6][CH:7]([CH3:9])[CH3:8])[CH3:2].Cl.O1CCOCC1. The catalyst is CO.[Pt]=O. The product is [CH2:1]([O:3][C:4](=[O:36])[CH:5]([C:10]1[CH:11]=[C:12]([C:26]2[CH:27]=[CH:28][C:29]([C:32]([F:33])([F:34])[F:35])=[CH:30][CH:31]=2)[CH:13]=[C:14]([CH:16]2[CH2:21][CH2:20][CH2:19][CH:18]([C:22]([F:23])([F:24])[F:25])[NH:17]2)[CH:15]=1)[CH2:6][CH:7]([CH3:9])[CH3:8])[CH3:2]. The yield is 0.930. (5) The reactants are [N+:1]([C:4]1[C:9]2[N:10]=[C:11]([C:13]3[CH:18]=[CH:17][C:16]([CH3:19])=[CH:15][CH:14]=3)[O:12][C:8]=2[CH:7]=[CH:6][CH:5]=1)([O-])=O.[Sn](Cl)Cl.C([O-])(O)=O.[Na+]. The catalyst is C(O)C. The product is [C:16]1([CH3:19])[CH:15]=[CH:14][C:13]([C:11]2[O:12][C:8]3[C:9](=[C:4]([NH2:1])[CH:5]=[CH:6][CH:7]=3)[N:10]=2)=[CH:18][CH:17]=1. The yield is 0.650. (6) The reactants are [OH:1][C@@H:2]([C@@H:5]1[CH2:9][N:8]([C:10]([O:12][C:13]([CH3:16])([CH3:15])[CH3:14])=[O:11])[C:7](=[O:17])[CH2:6]1)CO. The catalyst is CO.O. The product is [CH:2]([C@@H:5]1[CH2:9][N:8]([C:10]([O:12][C:13]([CH3:15])([CH3:14])[CH3:16])=[O:11])[C:7](=[O:17])[CH2:6]1)=[O:1]. The yield is 0.800. (7) The reactants are C([Si](C)(C)[O:6][C:7]1[CH:12]=[CH:11][C:10]([CH2:13][CH:14]([O:18][CH3:19])[C:15]([OH:17])=[O:16])=[CH:9][C:8]=1[O:20][CH3:21])(C)(C)C.S(=O)(=O)(O)O.[CH2:29](O)[CH3:30]. No catalyst specified. The product is [CH2:29]([O:17][C:15](=[O:16])[CH:14]([O:18][CH3:19])[CH2:13][C:10]1[CH:11]=[CH:12][C:7]([OH:6])=[C:8]([O:20][CH3:21])[CH:9]=1)[CH3:30]. The yield is 0.980.